From a dataset of Forward reaction prediction with 1.9M reactions from USPTO patents (1976-2016). Predict the product of the given reaction. (1) Given the reactants Cl[C:2]1[CH:7]=[C:6](I)[C:5]([Cl:9])=[CH:4][N:3]=1.[NH2:10][C:11]1[C:18]([F:19])=[CH:17][CH:16]=[CH:15][C:12]=1[C:13]#[N:14].[O-]P(OP(OP([O-])([O-])=O)([O-])=O)(=O)[O-].[K+].[K+].[K+].[K+].[K+].C1C=CC(P(C2C(OC3C(P(C4C=CC=CC=4)C4C=CC=CC=4)=CC=CC=3)=CC=CC=2)C2C=CC=CC=2)=CC=1.[CH3:77][C:78]1[CH:82]=[C:81]([NH2:83])[N:80]([CH:84]([CH3:86])[CH3:85])[N:79]=1.C(=O)([O-])[O-].[Cs+].[Cs+], predict the reaction product. The product is: [Cl:9][C:5]1[C:6]([NH:10][C:11]2[C:18]([F:19])=[CH:17][CH:16]=[CH:15][C:12]=2[C:13]#[N:14])=[CH:7][C:2]([NH:83][C:81]2[N:80]([CH:84]([CH3:86])[CH3:85])[N:79]=[C:78]([CH3:77])[CH:82]=2)=[N:3][CH:4]=1. (2) Given the reactants [Br:1][C:2]1[CH:21]=[CH:20][C:5]([O:6][CH2:7][CH:8]([NH:12][C:13]([O:15][C:16]([CH3:19])([CH3:18])[CH3:17])=[O:14])[C:9]([OH:11])=O)=[CH:4][CH:3]=1.CN1CCOCC1.C1C=CC2N(O)N=NC=2C=1.CCN=C=NCCCN(C)C.Cl.[NH2:51][C@H:52]([CH:57]([CH3:59])[CH3:58])[C:53]([O:55][CH3:56])=[O:54], predict the reaction product. The product is: [CH3:56][O:55][C:53](=[O:54])[CH:52]([NH:51][C:9](=[O:11])[CH:8]([NH:12][C:13]([O:15][C:16]([CH3:19])([CH3:18])[CH3:17])=[O:14])[CH2:7][O:6][C:5]1[CH:4]=[CH:3][C:2]([Br:1])=[CH:21][CH:20]=1)[CH:57]([CH3:59])[CH3:58]. (3) Given the reactants [CH2:1]([O:8][C:9]1[C:10]2[N:11]([CH:15]=[CH:16][N:17]=2)[CH:12]=[CH:13][CH:14]=1)[C:2]1[CH:7]=[CH:6][CH:5]=[CH:4][CH:3]=1.[Br:18]Br, predict the reaction product. The product is: [CH2:1]([O:8][C:9]1[C:10]2[N:11]([C:15]([Br:18])=[CH:16][N:17]=2)[CH:12]=[CH:13][CH:14]=1)[C:2]1[CH:3]=[CH:4][CH:5]=[CH:6][CH:7]=1. (4) Given the reactants COC(C1C=C(O)C2C(=C(OC)C=C(Br)C=2)N=1)=O.C[O:20][C:21]([C:23]1[CH:32]=[C:31]([OH:33])[C:30]2[C:25](=[C:26]([O:36]C)[C:27]([Cl:35])=[CH:28][C:29]=2[Cl:34])[N:24]=1)=[O:22], predict the reaction product. The product is: [OH:33][C:31]1[C:30]2[C:25](=[C:26]([OH:36])[C:27]([Cl:35])=[CH:28][C:29]=2[Cl:34])[N:24]=[C:23]([C:21]([OH:22])=[O:20])[CH:32]=1. (5) Given the reactants O1CCCCC1[O:7][CH2:8][CH2:9][CH2:10][P:11](=[O:28])([O:20][CH2:21][C:22]1[CH:27]=[CH:26][CH:25]=[CH:24][CH:23]=1)[O:12][CH2:13][C:14]1[CH:19]=[CH:18][CH:17]=[CH:16][CH:15]=1.C1(C)C=CC(S([O-])(=O)=O)=CC=1.[NH+]1C=CC=CC=1, predict the reaction product. The product is: [OH:7][CH2:8][CH2:9][CH2:10][P:11](=[O:28])([O:12][CH2:13][C:14]1[CH:19]=[CH:18][CH:17]=[CH:16][CH:15]=1)[O:20][CH2:21][C:22]1[CH:27]=[CH:26][CH:25]=[CH:24][CH:23]=1. (6) Given the reactants [CH:1](I)([CH3:3])[CH3:2].C(=O)([O-])[O-].[Cs+].[Cs+].[CH2:11]([N:18]1[CH2:23][CH2:22][CH:21]([NH:24][C:25]2[CH:33]=[CH:32][C:28]([C:29]([NH2:31])=[O:30])=[C:27]([OH:34])[CH:26]=2)[CH2:20][CH2:19]1)[C:12]1[CH:17]=[CH:16][CH:15]=[CH:14][CH:13]=1.O, predict the reaction product. The product is: [CH2:11]([N:18]1[CH2:23][CH2:22][CH:21]([NH:24][C:25]2[CH:33]=[CH:32][C:28]([C:29]([NH2:31])=[O:30])=[C:27]([O:34][CH:1]([CH3:3])[CH3:2])[CH:26]=2)[CH2:20][CH2:19]1)[C:12]1[CH:13]=[CH:14][CH:15]=[CH:16][CH:17]=1. (7) Given the reactants [CH3:1][O:2][C:3]1[CH:4]=[C:5]([NH:13][C:14]2[NH:19][C:18](=O)[CH:17]=[CH:16][N:15]=2)[CH:6]=[C:7]([O:11][CH3:12])[C:8]=1[O:9][CH3:10].P(Cl)(Cl)([Cl:23])=O, predict the reaction product. The product is: [Cl:23][C:18]1[CH:17]=[CH:16][N:15]=[C:14]([NH:13][C:5]2[CH:4]=[C:3]([O:2][CH3:1])[C:8]([O:9][CH3:10])=[C:7]([O:11][CH3:12])[CH:6]=2)[N:19]=1. (8) Given the reactants [Br:1][C:2]1[CH:3]=[C:4]([CH:8]=[CH:9][C:10]=1[CH3:11])[C:5](O)=[O:6].[H-].[H-].[H-].[H-].[Li+].[Al+3], predict the reaction product. The product is: [Br:1][C:2]1[CH:3]=[C:4]([CH2:5][OH:6])[CH:8]=[CH:9][C:10]=1[CH3:11]. (9) Given the reactants C1(P(C2C=CC=CC=2)C2C3OC4C(=CC=CC=4P(C4C=CC=CC=4)C4C=CC=CC=4)C(C)(C)C=3C=CC=2)C=CC=CC=1.[CH:43]([C:46]1[CH:47]=[CH:48][C:49]([O:81][CH3:82])=[C:50]([C:52]2[CH:57]=[CH:56][C:55]([C:58]([F:61])([F:60])[F:59])=[CH:54][C:53]=2[CH2:62][NH:63][C:64]2[N:69]=[CH:68][C:67]([O:70][CH2:71][CH2:72][CH2:73][C:74]([O:76][C:77]([CH3:80])([CH3:79])[CH3:78])=[O:75])=[CH:66][N:65]=2)[CH:51]=1)([CH3:45])[CH3:44].Br[C:84]1[CH:89]=[C:88]([C:90]([F:93])([F:92])[F:91])[CH:87]=[C:86]([C:94]([F:97])([F:96])[F:95])[CH:85]=1, predict the reaction product. The product is: [F:91][C:90]([F:92])([F:93])[C:88]1[CH:89]=[C:84]([N:63]([CH2:62][C:53]2[CH:54]=[C:55]([C:58]([F:61])([F:59])[F:60])[CH:56]=[CH:57][C:52]=2[C:50]2[CH:51]=[C:46]([CH:43]([CH3:45])[CH3:44])[CH:47]=[CH:48][C:49]=2[O:81][CH3:82])[C:64]2[N:65]=[CH:66][C:67]([O:70][CH2:71][CH2:72][CH2:73][C:74]([O:76][C:77]([CH3:80])([CH3:79])[CH3:78])=[O:75])=[CH:68][N:69]=2)[CH:85]=[C:86]([C:94]([F:95])([F:96])[F:97])[CH:87]=1. (10) Given the reactants C[O:2][C:3]([C:5]1[CH:6]=[C:7]([F:36])[CH:8]=[C:9]2[C:14]=1[NH:13][CH:12]([C:15]1[CH:20]=[CH:19][CH:18]=[C:17]([N:21]3[CH2:26][CH2:25][N:24]([C:27]4[CH:32]=[CH:31][CH:30]=[CH:29][C:28]=4[F:33])[CH2:23][CH2:22]3)[CH:16]=1)[CH2:11][C:10]2([CH3:35])[CH3:34])=[O:4].Cl, predict the reaction product. The product is: [F:36][C:7]1[CH:8]=[C:9]2[C:14](=[C:5]([C:3]([OH:4])=[O:2])[CH:6]=1)[NH:13][CH:12]([C:15]1[CH:20]=[CH:19][CH:18]=[C:17]([N:21]3[CH2:22][CH2:23][N:24]([C:27]4[CH:32]=[CH:31][CH:30]=[CH:29][C:28]=4[F:33])[CH2:25][CH2:26]3)[CH:16]=1)[CH2:11][C:10]2([CH3:35])[CH3:34].